From a dataset of Full USPTO retrosynthesis dataset with 1.9M reactions from patents (1976-2016). Predict the reactants needed to synthesize the given product. (1) Given the product [C:1]1([CH2:7][CH2:8][CH2:9][C:10]#[C:11][C:12]2[C:13]([C:17]3[CH2:18][N:19]([CH3:23])[CH2:20][CH2:21][CH:22]=3)=[N:14][NH:15][CH:16]=2)[CH:6]=[CH:5][CH:4]=[CH:3][CH:2]=1, predict the reactants needed to synthesize it. The reactants are: [C:1]1([CH2:7][CH2:8][CH2:9][C:10]#[C:11][C:12]2[C:13]([C:17]3[CH:18]=[N:19][CH:20]=[CH:21][CH:22]=3)=[N:14][NH:15][CH:16]=2)[CH:6]=[CH:5][CH:4]=[CH:3][CH:2]=1.[CH3:23]SC1C(C2C=NC=CC=2)=NNC=1. (2) Given the product [Cl:14][C:15]1[CH:24]=[CH:23][C:18]([C:19]2[N:21]=[C:7]([C:3]3[O:4][CH:5]=[CH:6][C:2]=3[CH3:1])[O:9][N:20]=2)=[CH:17][CH:16]=1, predict the reactants needed to synthesize it. The reactants are: [CH3:1][C:2]1[CH:6]=[CH:5][O:4][C:3]=1[C:7]([OH:9])=O.S(Cl)(Cl)=O.[Cl:14][C:15]1[CH:24]=[CH:23][C:18]([C:19](=[N:21]O)[NH2:20])=[CH:17][CH:16]=1.O.